From a dataset of Catalyst prediction with 721,799 reactions and 888 catalyst types from USPTO. Predict which catalyst facilitates the given reaction. Reactant: [CH2:1]([O:8][C:9](=[O:42])[C@H:10]([NH:22][C:23](=[O:41])[C:24]1[CH:29]=[CH:28][C:27]([N:30]2[CH2:35][CH2:34][CH:33]([CH:36](OC)[O:37]C)[CH2:32][CH2:31]2)=[CH:26][CH:25]=1)[CH2:11][C:12]([O:14][CH2:15][C:16]1[CH:21]=[CH:20][CH:19]=[CH:18][CH:17]=1)=[O:13])[C:2]1[CH:7]=[CH:6][CH:5]=[CH:4][CH:3]=1.FC(F)(F)C(O)=O. Product: [CH2:1]([O:8][C:9](=[O:42])[C@H:10]([NH:22][C:23](=[O:41])[C:24]1[CH:29]=[CH:28][C:27]([N:30]2[CH2:31][CH2:32][CH:33]([CH:36]=[O:37])[CH2:34][CH2:35]2)=[CH:26][CH:25]=1)[CH2:11][C:12]([O:14][CH2:15][C:16]1[CH:21]=[CH:20][CH:19]=[CH:18][CH:17]=1)=[O:13])[C:2]1[CH:7]=[CH:6][CH:5]=[CH:4][CH:3]=1. The catalyst class is: 2.